Dataset: CYP1A2 inhibition data for predicting drug metabolism from PubChem BioAssay. Task: Regression/Classification. Given a drug SMILES string, predict its absorption, distribution, metabolism, or excretion properties. Task type varies by dataset: regression for continuous measurements (e.g., permeability, clearance, half-life) or binary classification for categorical outcomes (e.g., BBB penetration, CYP inhibition). Dataset: cyp1a2_veith. (1) The molecule is O=C(O)CC1(C(=O)O)CCCCC1. The result is 0 (non-inhibitor). (2) The molecule is CC(C)(C)CNC(CO)C12CC3CC(CC(C3)C1)C2.Cl. The result is 0 (non-inhibitor).